From a dataset of Reaction yield outcomes from USPTO patents with 853,638 reactions. Predict the reaction yield, written as a fraction of the theoretical maximum amount of product (1.0 means a 100% yield; for example, 0.34 means a 34% yield). (1) The reactants are FC(F)(F)S([C:6]1[C:14]2[S:13][C:12]([NH:15][C:16]([NH:18][CH2:19][CH3:20])=[O:17])=[N:11][C:10]=2[CH:9]=[CH:8][CH:7]=1)(=O)=O.C(N(CC)CC)C.[CH3:30][Si:31]([C:34]#[CH:35])([CH3:33])[CH3:32]. The catalyst is CN(C=O)C.CO.Cl[Pd](Cl)([P](C1C=CC=CC=1)(C1C=CC=CC=1)C1C=CC=CC=1)[P](C1C=CC=CC=1)(C1C=CC=CC=1)C1C=CC=CC=1. The product is [CH3:30][Si:31]([C:34]#[C:35][C:6]1[C:14]2[S:13][C:12]([NH:15][C:16]([NH:18][CH2:19][CH3:20])=[O:17])=[N:11][C:10]=2[CH:9]=[CH:8][CH:7]=1)([CH3:33])[CH3:32]. The yield is 0.930. (2) The reactants are [Cl:1][C:2]1[CH:3]=[C:4]([C:9]2([C:23]([F:26])([F:25])[F:24])[O:13][N:12]=[C:11]([C:14]3[CH:21]=[CH:20][C:17]([CH:18]=O)=[C:16]([CH3:22])[CH:15]=3)[CH2:10]2)[CH:5]=[C:6]([Cl:8])[CH:7]=1.Cl.[NH2:28][OH:29].Cl. The catalyst is CO. The product is [Cl:1][C:2]1[CH:3]=[C:4]([C:9]2([C:23]([F:26])([F:25])[F:24])[O:13][N:12]=[C:11]([C:14]3[CH:21]=[CH:20][C:17]([CH:18]=[N:28][OH:29])=[C:16]([CH3:22])[CH:15]=3)[CH2:10]2)[CH:5]=[C:6]([Cl:8])[CH:7]=1. The yield is 0.910. (3) The reactants are [CH:1]([N:4]1[C:8]([C:9]2[N:18]=[C:17]3[N:11]([CH2:12][CH2:13][O:14][C:15]4[CH:22]=[C:21]([OH:23])[N:20]=[CH:19][C:16]=43)[CH:10]=2)=[N:7][CH:6]=[N:5]1)([CH3:3])[CH3:2].[CH3:24][O:25][C:26](=[O:32])[CH:27](O)[CH:28]([CH3:30])[CH3:29].CO. The catalyst is C(OCC)(=O)C. The product is [CH3:24][O:25][C:26](=[O:32])[CH:27]([O:23][C:21]1[N:20]=[CH:19][C:16]2[C:17]3[N:11]([CH2:12][CH2:13][O:14][C:15]=2[CH:22]=1)[CH:10]=[C:9]([C:8]1[N:4]([CH:1]([CH3:3])[CH3:2])[N:5]=[CH:6][N:7]=1)[N:18]=3)[CH:28]([CH3:30])[CH3:29]. The yield is 0.580. (4) The reactants are [I:1][C:2]1[CH:3]=[C:4]2[C:9](=[CH:10][CH:11]=1)[N:8]=[CH:7][NH:6][C:5]2=O.P(Cl)(Cl)([Cl:15])=O.C1(C)C=CC=CC=1.C(N(CC)CC)C. The catalyst is CC(C)=O. The product is [I:1][C:2]1[CH:3]=[C:4]2[C:9](=[CH:10][CH:11]=1)[N:8]=[CH:7][N:6]=[C:5]2[Cl:15]. The yield is 0.890. (5) The reactants are Cl[C:2]1[C:7]([O:8][CH3:9])=[CH:6][CH:5]=[CH:4][N:3]=1.[NH2:10][CH2:11][CH:12]1[CH2:14][CH2:13]1. No catalyst specified. The product is [CH:12]1([CH2:11][NH:10][C:2]2[C:7]([O:8][CH3:9])=[CH:6][CH:5]=[CH:4][N:3]=2)[CH2:14][CH2:13]1. The yield is 0.500.